From a dataset of Catalyst prediction with 721,799 reactions and 888 catalyst types from USPTO. Predict which catalyst facilitates the given reaction. (1) Reactant: [Cl:1][C:2]1[CH:7]=[CH:6][CH:5]=[CH:4][C:3]=1/[CH:8]=[N:9]/[NH:10][C:11]([NH2:13])=[NH:12].[C:14](OC(=O)C)(=[O:16])[CH3:15].ClCCl.CO.O. Product: [Cl:1][C:2]1[CH:7]=[CH:6][CH:5]=[CH:4][C:3]=1/[CH:8]=[N:9]/[NH:10][C:11]([NH:13][C:14](=[O:16])[CH3:15])=[NH:12]. The catalyst class is: 16. (2) Reactant: N#N.[NH:3]1[C:7]2[CH:8]=[CH:9][CH:10]=[CH:11][C:6]=2[N:5]=[C:4]1[CH:12]([NH:24]C(=O)OC(C)(C)C)[CH2:13][C:14]1[CH:19]=[C:18]([F:20])[C:17]([O:21][CH3:22])=[C:16]([F:23])[CH:15]=1.Cl. Product: [NH:3]1[C:7]2[CH:8]=[CH:9][CH:10]=[CH:11][C:6]=2[N:5]=[C:4]1[CH:12]([NH2:24])[CH2:13][C:14]1[CH:19]=[C:18]([F:20])[C:17]([O:21][CH3:22])=[C:16]([F:23])[CH:15]=1. The catalyst class is: 135. (3) Reactant: C(N(CC)CC)C.[CH3:8][S:9](Cl)(=[O:11])=[O:10].[Br:13][C:14]1[CH:23]=[C:22]2[C:17]([C:18]3[N:27]4[CH2:28][CH2:29][NH:30][CH2:31][C:26]4=[N:25][C:19]=3[C:20]([NH2:24])=[N:21]2)=[CH:16][CH:15]=1. Product: [Br:13][C:14]1[CH:23]=[C:22]2[C:17]([C:18]3[N:27]4[CH2:28][CH2:29][N:30]([S:9]([CH3:8])(=[O:11])=[O:10])[CH2:31][C:26]4=[N:25][C:19]=3[C:20]([NH2:24])=[N:21]2)=[CH:16][CH:15]=1. The catalyst class is: 3. (4) Reactant: [CH2:1]([O:3][C:4]1[C:29]([O:30][CH2:31][CH3:32])=[CH:28][C:7]2[C:8]3[N:13]([CH:14]([CH2:16][N:17]4[CH2:21][CH2:20][CH2:19][CH2:18]4)[CH2:15][C:6]=2[CH:5]=1)[CH:12]=[C:11]([C:22]([O:24]CC)=[O:23])[C:10](=[O:27])[CH:9]=3)[CH3:2].O[Li].O.Cl. Product: [CH2:1]([O:3][C:4]1[C:29]([O:30][CH2:31][CH3:32])=[CH:28][C:7]2[C:8]3[N:13]([CH:14]([CH2:16][N:17]4[CH2:21][CH2:20][CH2:19][CH2:18]4)[CH2:15][C:6]=2[CH:5]=1)[CH:12]=[C:11]([C:22]([OH:24])=[O:23])[C:10](=[O:27])[CH:9]=3)[CH3:2]. The catalyst class is: 24. (5) Reactant: [CH:1]1([NH2:4])[CH2:3][CH2:2]1.[CH:5]([Mg]Cl)([CH3:7])[CH3:6].[CH:10]1([NH-])[CH2:12][CH2:11]1.Cl[Mg+].C(OC([CH2:26][NH:27][CH2:28][CH2:29][O:30][C:31]1[CH:36]=[CH:35][CH:34]=[CH:33][C:32]=1[C:37]1([NH:40][C:41]2[C:42](=[O:60])[N:43]([C:48]3[CH:49]=[C:50]([CH:55]=[C:56]([F:59])[C:57]=3[CH3:58])[C:51]([O:53]C)=O)[CH:44]=[C:45]([Br:47])[N:46]=2)[CH2:39][CH2:38]1)=O)C1C=CC=CC=1.[C:61]([O:64][CH2:65]C)(=[O:63])C. Product: [Br:47][C:45]1[N:46]=[C:41]([NH:40][C:37]2([C:32]3[CH:33]=[CH:34][CH:35]=[CH:36][C:31]=3[O:30][CH2:29][CH2:28][N:27]([CH3:26])[C:61](=[O:63])[O:64][CH2:65][C:12]3[CH:10]=[CH:7][CH:5]=[CH:6][CH:11]=3)[CH2:38][CH2:39]2)[C:42](=[O:60])[N:43]([C:48]2[CH:49]=[C:50]([C:51](=[O:53])[NH:4][CH:1]3[CH2:3][CH2:2]3)[CH:55]=[C:56]([F:59])[C:57]=2[CH3:58])[CH:44]=1. The catalyst class is: 1. (6) Reactant: C(O[C:4](=O)[CH:5](C1C=C(C2C=CC(C(F)(F)F)=CC=2)C=C(C2CCNCC2)C=1)[CH2:6]C(C)C)C.F[C:34](F)(F)C1C=CC(C=O)=CC=1.C(O[BH-](OC(=O)C)OC(=O)C)(=O)C.[Na+].[CH2:59]([O:61][C:62](=[O:101])[CH:63]([C:68]1[CH:69]=[C:70]([C:91]2[CH:96]=[CH:95][C:94]([C:97]([F:100])([F:99])[F:98])=[CH:93][CH:92]=2)[CH:71]=[C:72]([CH:74]2[CH2:79][CH2:78][N:77]([CH2:80][C:81]3[CH:86]=[CH:85][C:84]([C:87]([F:90])([F:89])[F:88])=[CH:83][CH:82]=3)[CH2:76][CH2:75]2)[CH:73]=1)[CH2:64]C(C)C)[CH3:60]. Product: [CH2:59]([O:61][C:62](=[O:101])[C:63]([CH2:64][CH3:34])([C:68]1[CH:69]=[C:70]([C:91]2[CH:96]=[CH:95][C:94]([C:97]([F:99])([F:100])[F:98])=[CH:93][CH:92]=2)[CH:71]=[C:72]([CH:74]2[CH2:75][CH2:76][N:77]([CH2:80][C:81]3[CH:82]=[CH:83][C:84]([C:87]([F:90])([F:88])[F:89])=[CH:85][CH:86]=3)[CH2:78][CH2:79]2)[CH:73]=1)[CH2:4][CH2:5][CH3:6])[CH3:60]. The catalyst class is: 26.